This data is from Choline transporter screen with 302,306 compounds. The task is: Binary Classification. Given a drug SMILES string, predict its activity (active/inactive) in a high-throughput screening assay against a specified biological target. (1) The drug is Fc1ccc(N2CCN(CC2)CC(=O)Nc2nc(OC)cc(OC)n2)cc1. The result is 0 (inactive). (2) The compound is O1c2c(OC1)ccc(c2)/C=N\NC(=O)CNC(=O)c1ncccc1. The result is 0 (inactive). (3) The drug is O=C(NCc1ccncc1)c1nnn(C(c2ccccc2)C)c1. The result is 0 (inactive). (4) The drug is o1nc(n2nnc(c2C(C)C)C(=O)N\N=C\c2cccnc2)c(n1)N. The result is 0 (inactive). (5) The drug is S(Cc1c(cccc1)C)c1[nH]c(=O)ncc1C. The result is 0 (inactive).